From a dataset of Forward reaction prediction with 1.9M reactions from USPTO patents (1976-2016). Predict the product of the given reaction. (1) The product is: [NH2:1][C:2]1[O:12][C:11]([CH2:13][CH3:14])=[C:10]([CH2:9][CH3:8])[N:3]=1. Given the reactants [N:1]#[C:2][NH2:3].[O-]CC.[Na+].[CH3:8][CH2:9][C:10](=O)[CH:11]([CH2:13][CH3:14])[OH:12].O, predict the reaction product. (2) Given the reactants [NH2:1][C@H:2]1[CH2:6][CH2:5][C@H:4]([C:7](O)=O)[CH2:3]1.[C:10]([O-:13])([O-])=O.[K+].[K+].[CH2:16](Br)[C:17]1[CH:22]=[CH:21][CH:20]=[CH:19][CH:18]=1.[OH2:24], predict the reaction product. The product is: [CH2:16]([N:1]([CH2:16][C:17]1[CH:22]=[CH:21][CH:20]=[CH:19][CH:18]=1)[C@H:2]1[CH2:6][CH2:5][C@H:4]([C:7]([O:13][CH2:10][C:17]2[CH:22]=[CH:21][CH:20]=[CH:19][CH:18]=2)=[O:24])[CH2:3]1)[C:17]1[CH:22]=[CH:21][CH:20]=[CH:19][CH:18]=1. (3) Given the reactants [C:1]1([CH2:7][C:8]#[N:9])[CH:6]=[CH:5][CH:4]=[CH:3][CH:2]=1.[H-].[Na+].Cl[CH2:13][CH2:14][N:15]([CH2:20][CH2:21]Cl)[C:16]([CH3:19])([CH3:18])[CH3:17], predict the reaction product. The product is: [C:16]([N:15]1[CH2:20][CH2:21][C:7]([C:1]2[CH:6]=[CH:5][CH:4]=[CH:3][CH:2]=2)([C:8]#[N:9])[CH2:13][CH2:14]1)([CH3:19])([CH3:18])[CH3:17]. (4) Given the reactants [NH2:1][CH2:2][CH:3]1[CH2:8][CH2:7][N:6]([C:9]2[N:14]=[C:13](/[CH:15]=[C:16]3/[C:17](=[O:22])[NH:18][C:19](=[O:21])[S:20]/3)[CH:12]=[C:11]([O:23][CH3:24])[N:10]=2)[CH2:5][CH2:4]1.[F:25][C:26]1[N:31]=[C:30]([CH:32]=O)[CH:29]=[CH:28][CH:27]=1, predict the reaction product. The product is: [F:25][C:26]1[N:31]=[C:30]([CH2:32][NH:1][CH2:2][CH:3]2[CH2:8][CH2:7][N:6]([C:9]3[N:14]=[C:13](/[CH:15]=[C:16]4/[C:17](=[O:22])[NH:18][C:19](=[O:21])[S:20]/4)[CH:12]=[C:11]([O:23][CH3:24])[N:10]=3)[CH2:5][CH2:4]2)[CH:29]=[CH:28][CH:27]=1.